From a dataset of Human liver microsome stability data. Regression/Classification. Given a drug SMILES string, predict its absorption, distribution, metabolism, or excretion properties. Task type varies by dataset: regression for continuous measurements (e.g., permeability, clearance, half-life) or binary classification for categorical outcomes (e.g., BBB penetration, CYP inhibition). Dataset: hlm. (1) The drug is C=C(C)[C@@H]1CC[C@]2(NCCN3C[C@@H]4C[C@H]3CN4S(C)(=O)=O)CC[C@]3(C)[C@H](CC[C@@H]4[C@@]5(C)CC=C(c6ccc(C(=O)O)cc6)C(C)(C)[C@@H]5CC[C@]43C)[C@@H]12. The result is 0 (unstable in human liver microsomes). (2) The molecule is N#Cc1ccc2[nH]c(C3CCCCC3)c(C(C[N+](=O)[O-])c3cccs3)c2c1. The result is 1 (stable in human liver microsomes). (3) The molecule is CCOC(=O)Cn1cc(CN2CCN(c3cc(C(=O)Nc4ccc5c(c4)-c4c(c(C(N)=O)nn4-c4ccc(F)cc4)CC5)c(Cl)cn3)CC2)cn1. The result is 1 (stable in human liver microsomes). (4) The drug is OCC1CCCN(CCCC2CCCc3ccc(OCc4noc(-c5ccc(Cl)cc5)n4)cc32)C1. The result is 1 (stable in human liver microsomes). (5) The result is 0 (unstable in human liver microsomes). The drug is COC(=O)N1CCC(n2ncc3c(N4CCOCC4)nc(-c4ccc(NC(=O)Nc5ccc(N6CCN(C)CC6)cc5)cc4)nc32)CC1. (6) The molecule is CS(=N)(=O)CC(=O)NCCSc1nonc1C(=NO)Nc1ccc(F)c(Br)c1. The result is 0 (unstable in human liver microsomes). (7) The compound is CC#C[C@@H](Cc1nn[nH]n1)c1ccc(OCc2ccc3scc(-c4cccnc4C)c3c2)cc1. The result is 1 (stable in human liver microsomes). (8) The molecule is CN1CCN(C(c2ccc(Cl)cc2)c2ccc(Cl)cc2)CC1. The result is 0 (unstable in human liver microsomes). (9) The drug is CN(C)CC1(c2ccc(F)c(Cl)c2)CCCCC1. The result is 1 (stable in human liver microsomes).